From a dataset of Reaction yield outcomes from USPTO patents with 853,638 reactions. Predict the reaction yield, written as a fraction of the theoretical maximum amount of product (1.0 means a 100% yield; for example, 0.34 means a 34% yield). (1) The reactants are C[Si](C)(C)CC[O:5][CH2:6][C:7]1([C:20]([O:22][CH3:23])=[O:21])[O:12][CH2:11][CH2:10][N:9]([C:13]([O:15][C:16]([CH3:19])([CH3:18])[CH3:17])=[O:14])[CH2:8]1.C(O)(C(F)(F)F)=O.C(N(C(C)C)C(C)C)C.C(OC(OC(C)(C)C)=O)(OC(C)(C)C)=O. The catalyst is C(Cl)Cl.O. The product is [OH:5][CH2:6][C:7]1([C:20]([O:22][CH3:23])=[O:21])[O:12][CH2:11][CH2:10][N:9]([C:13]([O:15][C:16]([CH3:18])([CH3:19])[CH3:17])=[O:14])[CH2:8]1. The yield is 0.720. (2) The reactants are F[C:2]1[CH:7]=[CH:6][C:5]([S:8]([CH3:11])(=[O:10])=[O:9])=[CH:4][C:3]=1[C:12]1[C:20]2[C:15](=[C:16]([O:21]C)[N:17]=[CH:18][CH:19]=2)[N:14]([CH3:23])[CH:13]=1.[F:24][C:25]1[CH:26]=[C:27]([OH:32])[CH:28]=[CH:29][C:30]=1[F:31].C([O-])([O-])=O.[Cs+].[Cs+].Cl. The catalyst is CS(C)=O.O1CCOCC1. The product is [F:24][C:25]1[CH:26]=[C:27]([CH:28]=[CH:29][C:30]=1[F:31])[O:32][C:2]1[CH:7]=[CH:6][C:5]([S:8]([CH3:11])(=[O:9])=[O:10])=[CH:4][C:3]=1[C:12]1[C:20]2[CH:19]=[CH:18][NH:17][C:16](=[O:21])[C:15]=2[N:14]([CH3:23])[CH:13]=1. The yield is 0.387. (3) The reactants are [Cl:1][C:2]1[CH:37]=[CH:36][CH:35]=[CH:34][C:3]=1[CH2:4][N:5]1[C:13]2[C:8](=[CH:9][CH:10]=[CH:11][CH:12]=2)[C:7]([C:23]2[CH:28]=[C:27]([CH3:29])[C:26]([O:30]C)=[C:25]([CH3:32])[CH:24]=2)([C:14]2[CH:19]=[CH:18][C:17]([N+:20]([O-:22])=[O:21])=[CH:16][CH:15]=2)[C:6]1=[O:33].Cl.N1C=CC=CC=1.Cl. The catalyst is [Cu].C(OCC)(=O)C. The product is [Cl:1][C:2]1[CH:37]=[CH:36][CH:35]=[CH:34][C:3]=1[CH2:4][N:5]1[C:13]2[C:8](=[CH:9][CH:10]=[CH:11][CH:12]=2)[C:7]([C:23]2[CH:24]=[C:25]([CH3:32])[C:26]([OH:30])=[C:27]([CH3:29])[CH:28]=2)([C:14]2[CH:15]=[CH:16][C:17]([N+:20]([O-:22])=[O:21])=[CH:18][CH:19]=2)[C:6]1=[O:33]. The yield is 0.400. (4) The reactants are [C:1]1([C@@H:7]2[CH2:9][C@H:8]2[NH2:10])[CH:6]=[CH:5][CH:4]=[CH:3][CH:2]=1.O=[C:12]1[CH2:17][CH2:16][CH:15]([NH:18][C:19](=[O:25])[O:20][C:21]([CH3:24])([CH3:23])[CH3:22])[CH2:14][CH2:13]1.C(O)(=O)C.C(O[BH-](OC(=O)C)OC(=O)C)(=O)C.[Na+]. The catalyst is ClCCCl. The product is [C:1]1([C@@H:7]2[CH2:9][C@H:8]2[NH:10][C@@H:12]2[CH2:13][CH2:14][C@H:15]([NH:18][C:19](=[O:25])[O:20][C:21]([CH3:23])([CH3:22])[CH3:24])[CH2:16][CH2:17]2)[CH:6]=[CH:5][CH:4]=[CH:3][CH:2]=1.[C:1]1([C@@H:7]2[CH2:9][C@H:8]2[NH:10][C@H:12]2[CH2:13][CH2:14][C@H:15]([NH:18][C:19](=[O:25])[O:20][C:21]([CH3:23])([CH3:22])[CH3:24])[CH2:16][CH2:17]2)[CH:6]=[CH:5][CH:4]=[CH:3][CH:2]=1. The yield is 0.254. (5) The reactants are [Cl:1][C:2]1[CH:8]=[C:7]([O:9][C:10]2[C:19]3[C:14](=[CH:15][C:16]([O:22][CH3:23])=[C:17]([O:20][CH3:21])[CH:18]=3)[N:13]=[CH:12][CH:11]=2)[CH:6]=[CH:5][C:3]=1[NH2:4].Cl[C:25](Cl)([O:27]C(=O)OC(Cl)(Cl)Cl)Cl.[NH2:36][C:37]1[CH:42]=[CH:41][C:40]([Cl:43])=[CH:39][N:38]=1.CO. The catalyst is C(Cl)(Cl)Cl.C(N(CC)CC)C.ClCCl. The product is [Cl:1][C:2]1[CH:8]=[C:7]([O:9][C:10]2[C:19]3[C:14](=[CH:15][C:16]([O:22][CH3:23])=[C:17]([O:20][CH3:21])[CH:18]=3)[N:13]=[CH:12][CH:11]=2)[CH:6]=[CH:5][C:3]=1[NH:4][C:25]([NH:36][C:37]1[CH:42]=[CH:41][C:40]([Cl:43])=[CH:39][N:38]=1)=[O:27]. The yield is 0.820.